This data is from Full USPTO retrosynthesis dataset with 1.9M reactions from patents (1976-2016). The task is: Predict the reactants needed to synthesize the given product. (1) Given the product [C:22]([C:19]1[CH:20]=[CH:21][C:16]([N:13]([CH2:14][CH3:15])[C:11]([C:8]2[CH:9]=[CH:10][N:5]3[N:4]=[CH:3][C:2]([C:31]4[CH:32]=[CH:33][C:28]([C:26](=[O:27])[NH:25][CH3:24])=[CH:29][CH:30]=4)=[C:6]3[CH:7]=2)=[O:12])=[N:17][CH:18]=1)#[N:23], predict the reactants needed to synthesize it. The reactants are: Br[C:2]1[CH:3]=[N:4][N:5]2[CH:10]=[CH:9][C:8]([C:11]([N:13]([C:16]3[CH:21]=[CH:20][C:19]([C:22]#[N:23])=[CH:18][N:17]=3)[CH2:14][CH3:15])=[O:12])=[CH:7][C:6]=12.[CH3:24][NH:25][C:26]([C:28]1[CH:33]=[CH:32][C:31](B(O)O)=[CH:30][CH:29]=1)=[O:27].C([O-])(O)=O.[Na+].C(Cl)(Cl)Cl.CC(C1C=C(C(C)C)C(C2C=CC=CC=2P(C2CCCCC2)C2CCCCC2)=C(C(C)C)C=1)C. (2) Given the product [Cl:1][C:2]1[C:11]([CH:12]2[O:34][N:33]=[C:36]([CH3:37])[CH2:13]2)=[C:10]([S:14]([CH3:17])(=[O:16])=[O:15])[CH:9]=[CH:8][C:3]=1[C:4]([OH:6])=[O:5], predict the reactants needed to synthesize it. The reactants are: [Cl:1][C:2]1[C:11]([CH:12]=[CH2:13])=[C:10]([S:14]([CH3:17])(=[O:16])=[O:15])[CH:9]=[CH:8][C:3]=1[C:4]([O:6]C)=[O:5].C(OC(OC(C)(C)C)=O)(OC(C)(C)C)=O.[N+:33]([CH2:36][CH3:37])([O-])=[O:34]. (3) Given the product [C:1]([O:5][C:6]([N:8]1[C:17]2[C:12](=[CH:13][C:14]([O:18][CH2:24][CH2:23][CH2:22][CH2:21][CH2:20][Br:19])=[CH:15][CH:16]=2)[CH2:11][CH2:10][CH2:9]1)=[O:7])([CH3:4])([CH3:2])[CH3:3], predict the reactants needed to synthesize it. The reactants are: [C:1]([O:5][C:6]([N:8]1[C:17]2[C:12](=[CH:13][C:14]([OH:18])=[CH:15][CH:16]=2)[CH2:11][CH2:10][CH2:9]1)=[O:7])([CH3:4])([CH3:3])[CH3:2].[Br:19][CH2:20][CH2:21][CH2:22][CH2:23][CH2:24]Br. (4) The reactants are: [CH2:1]([N:8]1[C:13](=[O:14])[C:12]2=[CH:15][CH:16]=[CH:17][N:11]2[N:10]=[C:9]1[CH:18]([NH:21][CH2:22][C:23]1[CH:28]=[CH:27][CH:26]=[CH:25][CH:24]=1)[CH2:19][CH3:20])[C:2]1[CH:7]=[CH:6][CH:5]=[CH:4][CH:3]=1.[C:29](Cl)(=[O:36])[C:30]1[CH:35]=[CH:34][CH:33]=[CH:32][CH:31]=1.CCN(CC)CC. Given the product [CH2:22]([N:21]([CH:18]([C:9]1[N:8]([CH2:1][C:2]2[CH:3]=[CH:4][CH:5]=[CH:6][CH:7]=2)[C:13](=[O:14])[C:12]2=[CH:15][CH:16]=[CH:17][N:11]2[N:10]=1)[CH2:19][CH3:20])[C:29](=[O:36])[C:30]1[CH:35]=[CH:34][CH:33]=[CH:32][CH:31]=1)[C:23]1[CH:24]=[CH:25][CH:26]=[CH:27][CH:28]=1, predict the reactants needed to synthesize it.